Task: Predict the reaction yield, written as a fraction of the theoretical maximum amount of product (1.0 means a 100% yield; for example, 0.34 means a 34% yield).. Dataset: Reaction yield outcomes from USPTO patents with 853,638 reactions (1) The reactants are [C:1]([C@H:4]1[CH2:7][C@@H:6]([C:8]([OH:10])=[O:9])[C:5]1([CH3:12])[CH3:11])(=[O:3])[CH3:2].[CH3:13][C:14](O)([CH3:16])[CH3:15].C1CCC(N=C=NC2CCCCC2)CC1. The catalyst is C(Cl)Cl.CN(C1C=CN=CC=1)C. The product is [C:1]([C@H:4]1[CH2:7][C@@H:6]([C:8]([O:10][C:14]([CH3:16])([CH3:15])[CH3:13])=[O:9])[C:5]1([CH3:12])[CH3:11])(=[O:3])[CH3:2]. The yield is 0.940. (2) The reactants are [F:1][C:2]1[CH:3]=[C:4]([CH:8]=[CH:9][CH:10]=1)[C:5]([OH:7])=O.Cl.CN(C)CCCN=C=NCC.O.ON1C2C=CC=CC=2N=N1.[Cl:34][CH2:35][C:36]([NH:38]O)=[NH:37]. The product is [Cl:34][CH2:35][C:36]1[N:38]=[C:5]([C:4]2[CH:8]=[CH:9][CH:10]=[C:2]([F:1])[CH:3]=2)[O:7][N:37]=1. The yield is 0.350. The catalyst is C(OCC)(=O)C.CN(C=O)C. (3) The reactants are [Si:1]([O:8][C:9]1[CH:14]=[C:13]([O:15][Si:16]([C:19]([CH3:22])([CH3:21])[CH3:20])([CH3:18])[CH3:17])[CH:12]=[CH:11][C:10]=1[C@H:23]1[CH2:28][CH2:27][C@H:26]([NH2:29])[CH2:25][CH2:24]1)([C:4]([CH3:7])([CH3:6])[CH3:5])([CH3:3])[CH3:2].ClC(Cl)C.C(N(CC)CC)C.[N+:41]([C:44]1[CH:45]=[C:46]([CH:50]=[CH:51][CH:52]=1)[C:47](Cl)=[O:48])([O-:43])=[O:42]. The catalyst is O1CCCC1.ClCCl.CN(C)C1C=CN=CC=1.ClCCl.[OH-].[Na+]. The product is [Si:1]([O:8][C:9]1[CH:14]=[C:13]([O:15][Si:16]([C:19]([CH3:20])([CH3:21])[CH3:22])([CH3:18])[CH3:17])[CH:12]=[CH:11][C:10]=1[C@H:23]1[CH2:24][CH2:25][C@H:26]([NH:29][C:47](=[O:48])[C:46]2[CH:50]=[CH:51][CH:52]=[C:44]([N+:41]([O-:43])=[O:42])[CH:45]=2)[CH2:27][CH2:28]1)([C:4]([CH3:5])([CH3:6])[CH3:7])([CH3:3])[CH3:2]. The yield is 0.490. (4) The reactants are Cl.[CH2:2]([O:9][C:10]1[CH:16]=[CH:15][C:13](N)=[CH:12][CH:11]=1)[C:3]1[CH:8]=[CH:7][CH:6]=[CH:5][CH:4]=1.CC[N:19]([CH:23](C)C)C(C)C.ClC(Cl)([O:29]C(=O)OC(Cl)(Cl)Cl)Cl.[N:38]1[CH:43]=[CH:42][CH:41]=[C:40]([C:44]2[CH2:48][CH:47]([C:49]3[CH:54]=[CH:53][CH:52]=[CH:51][C:50]=3[OH:55])[NH:46][N:45]=2)[CH:39]=1. The catalyst is ClCCCl.CN(C=O)C. The product is [CH2:2]([O:9][C:10]1[CH:16]=[CH:15][CH:13]=[CH:12][C:11]=1[NH:19][C:23]([N:46]1[CH:47]([C:49]2[CH:54]=[CH:53][CH:52]=[CH:51][C:50]=2[OH:55])[CH2:48][C:44]([C:40]2[CH:39]=[N:38][CH:43]=[CH:42][CH:41]=2)=[N:45]1)=[O:29])[C:3]1[CH:8]=[CH:7][CH:6]=[CH:5][CH:4]=1. The yield is 0.282. (5) The reactants are [Cl:1][C:2]1[C:7]([C:8]([O:10][CH2:11][CH3:12])=[O:9])=[C:6](Cl)[CH:5]=[C:4]([CH3:14])[N:3]=1.[Cl:15][C:16]1[CH:21]=[CH:20][C:19]([Cl:22])=[CH:18][C:17]=1[OH:23].C(=O)([O-])[O-].[K+].[K+].Cl. The product is [CH2:11]([O:10][C:8](=[O:9])[C:7]1[C:6]([O:23][C:17]2[CH:18]=[C:19]([Cl:22])[CH:20]=[CH:21][C:16]=2[Cl:15])=[CH:5][C:4]([CH3:14])=[N:3][C:2]=1[Cl:1])[CH3:12]. The catalyst is CN(C)C=O.[Cu]I.[Cu].C(OCC)(=O)C. The yield is 0.180. (6) The reactants are Br[C:2]1[CH:3]=[CH:4][C:5]2[S:9][C:8]([CH2:10][O:11][C:12]3[C:13]([F:22])=[C:14]([C:18]([F:21])=[CH:19][CH:20]=3)[C:15]([NH2:17])=[O:16])=[N:7][C:6]=2[CH:23]=1.O.C([O-])([O-])=O.[K+].[K+]. The catalyst is CN(C=O)C.[Pd+2].C1(P(C2C=CC=CC=2)C2C=CC=CC=2)C=CC=CC=1. The product is [NH2:7][C:6]1[CH:23]=[CH:2][CH:3]=[CH:4][C:5]=1[C:2]1[CH:3]=[CH:4][C:5]2[S:9][C:8]([CH2:10][O:11][C:12]3[C:13]([F:22])=[C:14]([C:18]([F:21])=[CH:19][CH:20]=3)[C:15]([NH2:17])=[O:16])=[N:7][C:6]=2[CH:23]=1. The yield is 0.0800. (7) The reactants are [C@H:1]([C@@H:5]1[NH:10][CH2:9][C@H:8]([C:11]2[CH:16]=[CH:15][CH:14]=[CH:13][CH:12]=2)[NH:7][C:6]1=[O:17])([CH2:3][CH3:4])[CH3:2].[F:18][C:19]1[CH:24]=[CH:23][C:22]([C:25]2[O:29][N:28]=[C:27]([C:30](O)=[O:31])[CH:26]=2)=[CH:21][CH:20]=1.C([C@@H]1N(C(=O)/C=C/C2C=CC=CC=2)C[C@H](CC(C)C)NC1=O)C(C)C. No catalyst specified. The product is [C@H:1]([C@@H:5]1[N:10]([C:30]([C:27]2[CH:26]=[C:25]([C:22]3[CH:23]=[CH:24][C:19]([F:18])=[CH:20][CH:21]=3)[O:29][N:28]=2)=[O:31])[CH2:9][C@H:8]([C:11]2[CH:12]=[CH:13][CH:14]=[CH:15][CH:16]=2)[NH:7][C:6]1=[O:17])([CH2:3][CH3:4])[CH3:2]. The yield is 0.750.